This data is from Full USPTO retrosynthesis dataset with 1.9M reactions from patents (1976-2016). The task is: Predict the reactants needed to synthesize the given product. Given the product [Cl:29][C:30]1[CH:35]=[CH:34][C:33]([S:36]([NH:1][CH2:2][CH:3]([OH:21])[CH2:4][N:5]2[C:11]3[CH:12]=[CH:13][CH:14]=[CH:15][C:10]=3[CH2:9][CH2:8][C:7]3[CH:16]=[CH:17][C:18]([Cl:20])=[CH:19][C:6]2=3)(=[O:38])=[O:37])=[CH:32][CH:31]=1, predict the reactants needed to synthesize it. The reactants are: [NH2:1][CH2:2][CH:3]([OH:21])[CH2:4][N:5]1[C:11]2[CH:12]=[CH:13][CH:14]=[CH:15][C:10]=2[CH2:9][CH2:8][C:7]2[CH:16]=[CH:17][C:18]([Cl:20])=[CH:19][C:6]1=2.C(N(CC)CC)C.[Cl:29][C:30]1[CH:35]=[CH:34][C:33]([S:36](Cl)(=[O:38])=[O:37])=[CH:32][CH:31]=1.[Na+].[Cl-].